Dataset: Catalyst prediction with 721,799 reactions and 888 catalyst types from USPTO. Task: Predict which catalyst facilitates the given reaction. (1) Reactant: C[O:2][C:3](=O)[CH2:4][CH:5]([NH:13][C:14]([O:16][C:17]([CH3:20])([CH3:19])[CH3:18])=[O:15])[C:6]1[CH:11]=[CH:10][CH:9]=[CH:8][C:7]=1[Cl:12]. Product: [C:17]([O:16][C:14](=[O:15])[NH:13][CH:5]([C:6]1[CH:11]=[CH:10][CH:9]=[CH:8][C:7]=1[Cl:12])[CH2:4][CH2:3][OH:2])([CH3:20])([CH3:18])[CH3:19]. The catalyst class is: 1. (2) Reactant: Cl.[CH2:2]1[C:10]2[C:5](=[C:6]([N:11]3[CH2:16][CH2:15][NH:14][CH2:13][CH2:12]3)[CH:7]=[CH:8][CH:9]=2)[CH2:4][CH2:3]1.[C:17]([O:21][C:22](=[O:32])[NH:23][C@H:24]1[CH2:29][CH2:28][C@H:27]([CH:30]=O)[CH2:26][CH2:25]1)([CH3:20])([CH3:19])[CH3:18].C(N(CC)CC)C.C(O[BH-](OC(=O)C)OC(=O)C)(=O)C.[Na+].C(=O)([O-])[O-].[K+].[K+]. Product: [C:17]([O:21][C:22](=[O:32])[NH:23][C@H:24]1[CH2:25][CH2:26][C@H:27]([CH2:30][N:14]2[CH2:13][CH2:12][N:11]([C:6]3[CH:7]=[CH:8][CH:9]=[C:10]4[C:5]=3[CH2:4][CH2:3][CH2:2]4)[CH2:16][CH2:15]2)[CH2:28][CH2:29]1)([CH3:20])([CH3:18])[CH3:19]. The catalyst class is: 701. (3) Reactant: F[C:2]1[N:7]=[C:6]([NH2:8])[CH:5]=[CH:4][CH:3]=1.[CH3:9][O:10][CH2:11][CH:12]1[CH2:16][CH2:15][CH2:14][NH:13]1. Product: [CH3:9][O:10][CH2:11][CH:12]1[CH2:16][CH2:15][CH2:14][N:13]1[C:2]1[N:7]=[C:6]([NH2:8])[CH:5]=[CH:4][CH:3]=1. The catalyst class is: 6. (4) Reactant: [N:1]1[CH:6]=[CH:5][CH:4]=[C:3]([O:7][C:8]2[CH:9]=[CH:10][C:11]3[C:12]4[N:26](COCC[Si](C)(C)C)[N:25]=[CH:24][C:13]=4[C:14](=[O:23])[N:15]([CH2:18][C:19]([F:22])([F:21])[F:20])[C:16]=3[CH:17]=2)[CH:2]=1.N1C=CC=C(OC2C=CC3C4NN(COCC[Si](C)(C)C)CC=4C(=O)N(CC(F)(F)F)C=3C=2)C=1.[ClH:69]. Product: [ClH:69].[N:1]1[CH:6]=[CH:5][CH:4]=[C:3]([O:7][C:8]2[CH:9]=[CH:10][C:11]3[C:12]4[C:13](=[CH:24][NH:25][N:26]=4)[C:14](=[O:23])[N:15]([CH2:18][C:19]([F:20])([F:21])[F:22])[C:16]=3[CH:17]=2)[CH:2]=1. The catalyst class is: 12. (5) The catalyst class is: 636. Product: [Cl:15][C:11]1[CH:12]=[C:13]2[C:8](=[C:9]([CH2:16][C:17]#[N:18])[CH:10]=1)[NH:7][C:6]([C:4]([OH:5])=[O:3])=[CH:14]2. Reactant: C([O:3][C:4]([C:6]1[NH:7][C:8]2[C:13]([CH:14]=1)=[CH:12][C:11]([Cl:15])=[CH:10][C:9]=2[CH2:16][C:17]#[N:18])=[O:5])C.O[Li].O. (6) Reactant: [BH4-].[Na+].[CH2:3]([N:6]=[C:7]([CH3:12])[CH2:8][CH2:9][CH:10]=[CH2:11])[CH:4]=[CH2:5]. Product: [CH2:3]([NH:6][CH:7]([CH3:12])[CH2:8][CH2:9][CH:10]=[CH2:11])[CH:4]=[CH2:5]. The catalyst class is: 5. (7) Reactant: [CH3:1][CH:2]([NH2:5])[CH:3]=[CH2:4].C(N(CC)CC)C.[Cl:13][C:14]1[C:19]([C:20]2[C:25]([F:26])=[CH:24][C:23]([F:27])=[CH:22][C:21]=2[F:28])=[C:18](Cl)[N:17]2[N:30]=[CH:31][N:32]=[C:16]2[N:15]=1. Product: [Cl:13][C:14]1[C:19]([C:20]2[C:21]([F:28])=[CH:22][C:23]([F:27])=[CH:24][C:25]=2[F:26])=[C:18]([NH:5][CH:2]([CH3:1])[CH:3]=[CH2:4])[N:17]2[N:30]=[CH:31][N:32]=[C:16]2[N:15]=1. The catalyst class is: 4. (8) Reactant: [NH2:1][C:2]1[CH:31]=[CH:30][C:5]([CH2:6][C:7]2[N:12]=[C:11]([Cl:13])[C:10]([CH2:14][C:15]([O:17][CH3:18])=[O:16])=[C:9]([N:19]([CH2:21][C:22]([NH:24][CH:25]3[CH2:29][CH2:28][CH2:27][CH2:26]3)=[O:23])[CH3:20])[N:8]=2)=[CH:4][CH:3]=1.[C:32]1([N:38]=[C:39]=[O:40])[CH:37]=[CH:36][CH:35]=[CH:34][CH:33]=1.CCOC(C)=O. Product: [NH:38]([C:39]([NH:1][C:2]1[CH:31]=[CH:30][C:5]([CH2:6][C:7]2[N:12]=[C:11]([Cl:13])[C:10]([CH2:14][C:15]([O:17][CH3:18])=[O:16])=[C:9]([N:19]([CH2:21][C:22]([NH:24][CH:25]3[CH2:29][CH2:28][CH2:27][CH2:26]3)=[O:23])[CH3:20])[N:8]=2)=[CH:4][CH:3]=1)=[O:40])[C:32]1[CH:37]=[CH:36][CH:35]=[CH:34][CH:33]=1. The catalyst class is: 3.